Dataset: Forward reaction prediction with 1.9M reactions from USPTO patents (1976-2016). Task: Predict the product of the given reaction. (1) Given the reactants [Cl:1][C:2]1[C:7]2[S:8][C:9](C(O)=O)=[CH:10][C:6]=2[CH:5]=[CH:4][CH:3]=1, predict the reaction product. The product is: [Cl:1][C:2]1[C:7]2[S:8][CH:9]=[CH:10][C:6]=2[CH:5]=[CH:4][CH:3]=1. (2) Given the reactants Cl[C:2]1[CH:7]=[N:6][NH:5][C:4](=[O:8])[CH:3]=1.B1(B2OC(C)(C)C(C)(C)O2)OC(C)(C)C(C)(C)O1.C([O-])(=O)C.[K+].Cl[C:33]1[C:38]([C:39]([F:42])([F:41])[F:40])=[CH:37][CH:36]=[CH:35][N:34]=1.C(=O)([O-])[O-].[Na+].[Na+], predict the reaction product. The product is: [F:40][C:39]([F:42])([F:41])[C:38]1[C:33]([C:2]2[CH:7]=[N:6][NH:5][C:4](=[O:8])[CH:3]=2)=[N:34][CH:35]=[CH:36][CH:37]=1. (3) The product is: [OH:27][C:28]1[CH:34]=[C:33]([C:22]2[CH:21]=[CH:20][CH:19]=[C:18]3[C:23]=2[CH:24]=[CH:15][N:16]=[C:17]3[NH:31][C:30]2[CH:32]=[CH:33][C:34]3[O:35][CH2:26][O:27][C:28]=3[CH:29]=2)[CH:32]=[CH:30][CH:29]=1. Given the reactants C(OC1C=C([C:15]2[N:16]=[C:17](Cl)[C:18]3[C:23]([CH:24]=2)=[CH:22][CH:21]=[CH:20][CH:19]=3)C=CC=1)C1C=CC=CC=1.[CH2:26]1[O:35][C:34]2[CH:33]=[CH:32][C:30]([NH2:31])=[CH:29][C:28]=2[O:27]1, predict the reaction product. (4) The product is: [CH:25]([C:9]1[C:10]2[C:11](=[N:12][CH:13]=[C:14]([C:28]3[CH:29]=[C:30]([NH:34][C:35](=[O:40])[CH2:36][CH2:37][CH2:38][CH3:39])[CH:31]=[N:32][CH:33]=3)[CH:15]=2)[N:7]([CH:2]2[CH2:3][CH2:4][CH2:5][CH2:6][O:1]2)[N:8]=1)=[O:26]. Given the reactants [O:1]1[CH2:6][CH2:5][CH2:4][CH2:3][CH:2]1[N:7]1[C:11]2=[N:12][CH:13]=[C:14](B3OC(C)(C)C(C)(C)O3)[CH:15]=[C:10]2[C:9]([CH:25]=[O:26])=[N:8]1.Br[C:28]1[CH:29]=[C:30]([NH:34][C:35](=[O:40])[CH2:36][CH2:37][CH2:38][CH3:39])[CH:31]=[N:32][CH:33]=1.C([O-])([O-])=O.[Na+].[Na+].COCCOC, predict the reaction product. (5) Given the reactants [CH3:1][C:2]1[N:7]=[C:6]([C:8]2[NH:12][C:11]([CH2:13][C:14]3[CH:19]=[CH:18][CH:17]=[C:16]([N+:20]([O-])=O)[CH:15]=3)=[N:10][C:9]=2[C:23]2[CH:24]=[C:25]3[C:30](=[CH:31][CH:32]=2)[N:29]=[CH:28][CH:27]=[CH:26]3)[CH:5]=[CH:4][CH:3]=1, predict the reaction product. The product is: [CH3:1][C:2]1[N:7]=[C:6]([C:8]2[NH:12][C:11]([CH2:13][C:14]3[CH:19]=[CH:18][CH:17]=[C:16]([N:20]4[CH2:4][CH2:3][CH2:2][CH2:1]4)[CH:15]=3)=[N:10][C:9]=2[C:23]2[CH:24]=[C:25]3[C:30](=[CH:31][CH:32]=2)[N:29]=[CH:28][CH:27]=[CH:26]3)[CH:5]=[CH:4][CH:3]=1.